Task: Predict the product of the given reaction.. Dataset: Forward reaction prediction with 1.9M reactions from USPTO patents (1976-2016) (1) Given the reactants CCN(C(C)C)C(C)C.[F:10][C:11]1[C:16]([CH3:17])=[CH:15][C:14]([NH:18][CH:19]2[CH2:24][CH2:23][N:22]([C:25]([O:27][C:28]([CH3:31])([CH3:30])[CH3:29])=[O:26])[CH2:21][CH2:20]2)=[C:13]([OH:32])[CH:12]=1.Cl[C:34](Cl)([O:36]C(=O)OC(Cl)(Cl)Cl)Cl, predict the reaction product. The product is: [F:10][C:11]1[C:16]([CH3:17])=[CH:15][C:14]2[N:18]([CH:19]3[CH2:20][CH2:21][N:22]([C:25]([O:27][C:28]([CH3:29])([CH3:31])[CH3:30])=[O:26])[CH2:23][CH2:24]3)[C:34](=[O:36])[O:32][C:13]=2[CH:12]=1. (2) Given the reactants [Br:1][C:2]1[CH:7]=[CH:6][C:5]([NH:8][C:9]2[N:14]3[CH:15]=[N:16][CH:17]=[C:13]3[CH:12]=[CH:11][C:10]=2[C:18]([OH:20])=O)=[C:4]([F:21])[CH:3]=1.C1C=CC2N(O)N=NC=2C=1.CCN=C=NCCCN(C)C.Cl.[NH2:44][O:45][CH2:46][C@@H:47]([OH:49])[CH3:48].CCN(C(C)C)C(C)C, predict the reaction product. The product is: [OH:49][C@@H:47]([CH3:48])[CH2:46][O:45][NH:44][C:18]([C:10]1[CH:11]=[CH:12][C:13]2[N:14]([CH:15]=[N:16][CH:17]=2)[C:9]=1[NH:8][C:5]1[CH:6]=[CH:7][C:2]([Br:1])=[CH:3][C:4]=1[F:21])=[O:20]. (3) Given the reactants Cl[C:2]1[C:7]([C:8]([NH:10][C@H:11]([C:13]2[CH:25]=[CH:24][C:16]([C:17]([O:19]C(C)(C)C)=[O:18])=[CH:15][CH:14]=2)[CH3:12])=[O:9])=[CH:6][C:5]([Cl:26])=[CH:4][N:3]=1.[CH3:27][O:28][C:29]1[CH:30]=[C:31]([OH:36])[CH:32]=[C:33]([CH3:35])[CH:34]=1, predict the reaction product. The product is: [Cl:26][C:5]1[CH:6]=[C:7]([C:8]([NH:10][C@H:11]([C:13]2[CH:14]=[CH:15][C:16]([C:17]([OH:19])=[O:18])=[CH:24][CH:25]=2)[CH3:12])=[O:9])[C:2]([O:36][C:31]2[CH:32]=[C:33]([CH3:35])[CH:34]=[C:29]([O:28][CH3:27])[CH:30]=2)=[N:3][CH:4]=1. (4) Given the reactants CO[C:3](=[O:32])[C:4]1[C:9]([Cl:10])=[CH:8][C:7]([Cl:11])=[CH:6][C:5]=1[NH:12][C:13](=[O:31])[CH:14]([C:16]1[CH:21]=[CH:20][C:19]([O:22][CH2:23][C:24]2[CH:29]=[CH:28][CH:27]=[CH:26][CH:25]=2)=[C:18]([Br:30])[CH:17]=1)[CH3:15].[Li+].C[Si]([N-][Si](C)(C)C)(C)C.CCCCCC, predict the reaction product. The product is: [CH2:23]([O:22][C:19]1[CH:20]=[CH:21][C:16]([C:14]2([CH3:15])[C:3](=[O:32])[C:4]3[C:5](=[CH:6][C:7]([Cl:11])=[CH:8][C:9]=3[Cl:10])[NH:12][C:13]2=[O:31])=[CH:17][C:18]=1[Br:30])[C:24]1[CH:25]=[CH:26][CH:27]=[CH:28][CH:29]=1. (5) Given the reactants [CH:1]([O:3][CH2:4][CH3:5])=[CH2:2].C1C2NC3C(=CC=CC=3)SC=2C=CC=1.[C:20]([OH:25])(=[O:24])[C:21]([CH3:23])=[CH2:22].C1(C)C=CC(S([O-])(=O)=O)=CC=1.[NH+]1C=CC=CC=1.C(=O)(O)[O-].[Na+].S([O-])([O-])(=O)=O.[Na+].[Na+], predict the reaction product. The product is: [C:20]([O:25][CH:1]([O:3][CH2:4][CH3:5])[CH3:2])(=[O:24])[C:21]([CH3:23])=[CH2:22]. (6) The product is: [Cl:25][C:2]1[CH:3]=[C:4]([O:21][CH:22]([F:24])[F:23])[CH:5]=[C:6]2[C:10]=1[C:9](=[O:11])[N:8]([CH:12]([C:14]1[CH:19]=[CH:18][C:17]([Cl:20])=[CH:16][CH:15]=1)[CH3:13])[CH2:7]2. Given the reactants I[C:2]1[CH:3]=[C:4]([O:21][CH:22]([F:24])[F:23])[CH:5]=[C:6]2[C:10]=1[C:9](=[O:11])[N:8]([CH:12]([C:14]1[CH:19]=[CH:18][C:17]([Cl:20])=[CH:16][CH:15]=1)[CH3:13])[CH2:7]2.[Cl:25]CCl, predict the reaction product.